From a dataset of Forward reaction prediction with 1.9M reactions from USPTO patents (1976-2016). Predict the product of the given reaction. (1) Given the reactants Cl.O1CCOCC1.[Cl:8][C:9]1[CH:51]=[CH:50][CH:49]=[CH:48][C:10]=1[CH2:11][C:12]1[C:13]([C:37]([N:39]([CH:41]([CH3:47])[CH:42](OC)OC)[CH3:40])=[O:38])=[N:14][N:15](S(N(C)C)(=O)=O)[C:16]=1[N:17]1[CH2:22][CH2:21][CH2:20][C@@H:19]([NH:23]C(=O)OC(C)(C)C)[CH2:18]1.C(=O)([O-])O.[Na+].C(OC(OC(C)(C)C)=O)(OC(C)(C)C)=O, predict the reaction product. The product is: [ClH:8].[NH2:23][C@@H:19]1[CH2:20][CH2:21][CH2:22][N:17]([C:16]2[C:12]([CH2:11][C:10]3[CH:48]=[CH:49][CH:50]=[CH:51][C:9]=3[Cl:8])=[C:13]3[C:37](=[O:38])[N:39]([CH3:40])[C:41]([CH3:47])=[CH:42][N:14]3[N:15]=2)[CH2:18]1. (2) Given the reactants [C:1](Cl)(Cl)=[S:2].[CH2:5]1[O:15][C:14]2[CH:13]=[CH:12][C:9]([CH2:10][NH2:11])=[CH:8][C:7]=2[O:6]1.[OH-].[Na+], predict the reaction product. The product is: [N:11]([CH2:10][C:9]1[CH:12]=[CH:13][C:14]2[O:15][CH2:5][O:6][C:7]=2[CH:8]=1)=[C:1]=[S:2]. (3) The product is: [F:1][C:2]([C:5]1[CH:6]=[C:7]([CH:8]=[CH:9][CH:10]=1)[NH2:11])([F:4])[CH3:3]. Given the reactants [F:1][C:2]([C:5]1[CH:10]=[CH:9][CH:8]=[C:7]([N+:11]([O-])=O)[CH:6]=1)([F:4])[CH3:3].C(N)CN, predict the reaction product.